From a dataset of Reaction yield outcomes from USPTO patents with 853,638 reactions. Predict the reaction yield, written as a fraction of the theoretical maximum amount of product (1.0 means a 100% yield; for example, 0.34 means a 34% yield). The reactants are [H-].[Na+].[C:3](=[O:10])([O:7][CH2:8][CH3:9])OCC.[C:11]([C:14]1[S:15][CH:16]=[CH:17][CH:18]=1)(=[O:13])[CH3:12].O. The catalyst is C1(C)C=CC=CC=1.CC(O)=O. The product is [CH2:8]([O:7][C:3](=[O:10])[CH2:12][C:11]([C:14]1[S:15][CH:16]=[CH:17][CH:18]=1)=[O:13])[CH3:9]. The yield is 0.640.